The task is: Predict the product of the given reaction.. This data is from Forward reaction prediction with 1.9M reactions from USPTO patents (1976-2016). (1) Given the reactants [CH3:1][O:2][CH2:3][C:4]1[CH:9]=[C:8]([C:10]2[O:14][N:13]=[C:12]([C:15]3[CH:16]=[C:17]([CH:21]=[CH:22][CH:23]=3)[C:18](Cl)=[O:19])[N:11]=2)[CH:7]=[CH:6][C:5]=1[C:24]1[CH:29]=[CH:28][CH:27]=[CH:26][C:25]=1[CH3:30].Cl.[CH3:32][O:33][C:34](=[O:38])[CH2:35][NH:36][CH3:37], predict the reaction product. The product is: [CH3:1][O:2][CH2:3][C:4]1[CH:9]=[C:8]([C:10]2[O:14][N:13]=[C:12]([C:15]3[CH:16]=[C:17]([CH:21]=[CH:22][CH:23]=3)[C:18]([N:36]([CH3:37])[CH2:35][C:34]([O:33][CH3:32])=[O:38])=[O:19])[N:11]=2)[CH:7]=[CH:6][C:5]=1[C:24]1[CH:29]=[CH:28][CH:27]=[CH:26][C:25]=1[CH3:30]. (2) Given the reactants Br[C:2]1[C:3]([O:21][CH3:22])=[C:4]([C:10](=[O:20])[CH2:11][C:12]2[C:17]([Cl:18])=[CH:16][CH:15]=[CH:14][C:13]=2[Cl:19])[C:5]([O:8][CH3:9])=[CH:6][CH:7]=1.[S:23]1[CH:27]=[CH:26][CH:25]=[C:24]1B(O)O, predict the reaction product. The product is: [Cl:19][C:13]1[CH:14]=[CH:15][CH:16]=[C:17]([Cl:18])[C:12]=1[CH2:11][C:10]([C:4]1[C:5]([O:8][CH3:9])=[CH:6][CH:7]=[C:2]([C:24]2[S:23][CH:27]=[CH:26][CH:25]=2)[C:3]=1[O:21][CH3:22])=[O:20]. (3) Given the reactants C1N=[C:3](N)[C:4]2N=C[N:7]([C@@H:10]3[O:14][C@H](COP(OP(OC[C@H]4O[C@@H](N5C=C(C(N)=O)CC=C5)[C@H](O)[C@@H]4O)(O)=O)(O)=O)[C@@H](O)[C@H]3OP(O)(O)=O)[C:5]=2N=1.C(S)[C@@H](O)[C@H](O)CS.C1N(CCO)CC[N:59](CCS(O)(=O)=O)C1.[Cl-].[Cl-].[Ca+2].C([N:92]([CH2:97][C:98]([OH:100])=[O:99])CC(O)=O)COCCOCC[N:92](CC(O)=O)[CH2:97][C:98]([OH:100])=[O:99], predict the reaction product. The product is: [NH2:92][C@H:97]([C:98]([OH:100])=[O:99])[CH2:3][CH2:4][CH2:5][NH:7][C:10]([NH2:59])=[O:14]. (4) Given the reactants [CH3:1][O:2][C:3]1[CH:4]=[CH:5][C:6]2[N:11]=[CH:10][C:9](=[O:12])[NH:8][C:7]=2[N:13]=1.[H-].[Na+].FC1C=C2C(C=CC(=O)N2CCN2CCC(NCC3C=CC4OCC(=O)NC=4N=3)CC2)=CC=1.COC1C=C2C(C=CC(=O)N2[CH2:61][CH2:62][N:63]2[CH2:68][CH2:67][CH:66]([NH:69][C:70](=[O:76])[O:71][C:72]([CH3:75])([CH3:74])[CH3:73])[CH2:65][CH2:64]2)=CC=1, predict the reaction product. The product is: [CH3:1][O:2][C:3]1[CH:4]=[CH:5][C:6]2[N:11]=[CH:10][C:9](=[O:12])[N:8]([CH2:61][CH2:62][N:63]3[CH2:68][CH2:67][CH:66]([NH:69][C:70](=[O:76])[O:71][C:72]([CH3:75])([CH3:74])[CH3:73])[CH2:65][CH2:64]3)[C:7]=2[N:13]=1. (5) Given the reactants [P:1](Cl)(Cl)([O:3][C:4]1[CH:9]=[CH:8][CH:7]=[CH:6][CH:5]=1)=[O:2].[F:12][C:13]1[C:18]([OH:19])=[C:17]([F:20])[C:16]([F:21])=[C:15]([F:22])[C:14]=1[F:23].CCN(CC)CC.[ClH:31].[NH2:32][C@@H:33]([CH3:42])[C:34]([O:36][CH:37]([CH2:40][CH3:41])[CH2:38][CH3:39])=[O:35], predict the reaction product. The product is: [Cl:31][C:7]1[CH:8]=[CH:9][C:4]([O:3][P:1]([NH:32][C@@H:33]([CH3:42])[C:34]([O:36][CH:37]([CH2:40][CH3:41])[CH2:38][CH3:39])=[O:35])([O:19][C:18]2[C:13]([F:12])=[C:14]([F:23])[C:15]([F:22])=[C:16]([F:21])[C:17]=2[F:20])=[O:2])=[CH:5][CH:6]=1. (6) Given the reactants [CH3:1][O:2][C:3]1[CH:4]=[C:5]2[C:10](=[CH:11][C:12]=1[OH:13])[N:9]=[CH:8][CH:7]=[C:6]2[O:14][C:15]1[C:16]([C:23]2[CH:28]=[CH:27][C:26]([CH3:29])=[CH:25][N:24]=2)=[N:17][C:18]([CH3:22])=[C:19]([CH3:21])[CH:20]=1.C(=O)([O-])[O-].[K+].[K+].Br[CH2:37][CH2:38][CH2:39][OH:40], predict the reaction product. The product is: [CH3:1][O:2][C:3]1[CH:4]=[C:5]2[C:10](=[CH:11][C:12]=1[O:13][CH2:37][CH2:38][CH2:39][OH:40])[N:9]=[CH:8][CH:7]=[C:6]2[O:14][C:15]1[C:16]([C:23]2[CH:28]=[CH:27][C:26]([CH3:29])=[CH:25][N:24]=2)=[N:17][C:18]([CH3:22])=[C:19]([CH3:21])[CH:20]=1.